Predict the product of the given reaction. From a dataset of Forward reaction prediction with 1.9M reactions from USPTO patents (1976-2016). (1) Given the reactants O=[C:2]1[NH:11][C:10]2[C:5](=[CH:6][CH:7]=[C:8]([C:12]([O:14][CH3:15])=[O:13])[CH:9]=2)[N:4]=[C:3]1[C:16]1[CH:21]=[CH:20][CH:19]=[CH:18][CH:17]=1.P(Cl)(Cl)(Cl)(Cl)[Cl:23], predict the reaction product. The product is: [Cl:23][C:2]1[C:3]([C:16]2[CH:21]=[CH:20][CH:19]=[CH:18][CH:17]=2)=[N:4][C:5]2[C:10]([N:11]=1)=[CH:9][C:8]([C:12]([O:14][CH3:15])=[O:13])=[CH:7][CH:6]=2. (2) Given the reactants [S:1]1[CH:5]=[CH:4][CH:3]=[C:2]1[CH2:6][CH2:7][OH:8].[H-].[Na+].O1CCCC1.Br[CH2:17][CH2:18][CH2:19][CH2:20][CH2:21][CH2:22][CH2:23][CH2:24][CH3:25], predict the reaction product. The product is: [CH2:17]([O:8][CH2:7][CH2:6][C:2]1[S:1][CH:5]=[CH:4][CH:3]=1)[CH2:18][CH2:19][CH2:20][CH2:21][CH2:22][CH2:23][CH2:24][CH3:25]. (3) Given the reactants C([O-])([O-])=O.[K+].[K+].CC1CCCO1.[CH2:13]([NH:16][C:17]([C@@H:19]1[C:23]([CH3:25])([CH3:24])[S:22][CH2:21][N:20]1[C:26](=[O:51])[C@@H:27]([OH:50])[C@@H:28]([NH:36][C:37]([C:39]1[C:40]([CH3:49])=[C:41]([O:45]C(=O)C)[CH:42]=[CH:43][CH:44]=1)=[O:38])[CH2:29][C:30]1[CH:35]=[CH:34][CH:33]=[CH:32][CH:31]=1)=[O:18])[CH:14]=[CH2:15], predict the reaction product. The product is: [CH2:13]([NH:16][C:17]([C@@H:19]1[C:23]([CH3:25])([CH3:24])[S:22][CH2:21][N:20]1[C:26](=[O:51])[C@@H:27]([OH:50])[C@@H:28]([NH:36][C:37](=[O:38])[C:39]1[CH:44]=[CH:43][CH:42]=[C:41]([OH:45])[C:40]=1[CH3:49])[CH2:29][C:30]1[CH:35]=[CH:34][CH:33]=[CH:32][CH:31]=1)=[O:18])[CH:14]=[CH2:15]. (4) Given the reactants [CH3:1][N:2]1[CH2:6][CH2:5][CH2:4][C@H:3]1[CH2:7][O:8][C:9]1[CH:16]=[CH:15][C:14]([C:17]([F:20])([F:19])[F:18])=[CH:13][C:10]=1[C:11]#N.[OH2:21].[OH-:22].[Na+].OO, predict the reaction product. The product is: [CH3:1][N:2]1[CH2:6][CH2:5][CH2:4][C@H:3]1[CH2:7][O:8][C:9]1[CH:16]=[CH:15][C:14]([C:17]([F:20])([F:19])[F:18])=[CH:13][C:10]=1[C:11]([OH:22])=[O:21]. (5) The product is: [CH3:24][C:23]([CH3:26])([CH3:25])[CH2:22][C:20]1[N:21]=[C:17]([C:15]([CH2:14][C:13]2[CH:12]=[CH:11][C:10]([C:2]3[CH:7]=[CH:6][C:5]([F:8])=[CH:4][N:3]=3)=[CH:34][CH:33]=2)=[CH2:16])[N:18]([S:27]([N:30]([CH3:32])[CH3:31])(=[O:29])=[O:28])[CH:19]=1. Given the reactants Br[C:2]1[CH:7]=[CH:6][C:5]([F:8])=[CH:4][N:3]=1.Br[C:10]1[CH:34]=[CH:33][C:13]([CH2:14][C:15]([C:17]2[N:18]([S:27]([N:30]([CH3:32])[CH3:31])(=[O:29])=[O:28])[CH:19]=[C:20]([CH2:22][C:23]([CH3:26])([CH3:25])[CH3:24])[N:21]=2)=[CH2:16])=[CH:12][CH:11]=1.[SnH4], predict the reaction product.